This data is from Peptide-MHC class II binding affinity with 134,281 pairs from IEDB. The task is: Regression. Given a peptide amino acid sequence and an MHC pseudo amino acid sequence, predict their binding affinity value. This is MHC class II binding data. (1) The MHC is DRB1_1101 with pseudo-sequence DRB1_1101. The binding affinity (normalized) is 0. The peptide sequence is DEDGAKRIPVDVSEG. (2) The peptide sequence is MKEGRYEVRAELPGV. The MHC is HLA-DPA10201-DPB10101 with pseudo-sequence HLA-DPA10201-DPB10101. The binding affinity (normalized) is 0.173.